Dataset: Reaction yield outcomes from USPTO patents with 853,638 reactions. Task: Predict the reaction yield, written as a fraction of the theoretical maximum amount of product (1.0 means a 100% yield; for example, 0.34 means a 34% yield). (1) The reactants are [F:1][C:2]1[CH:3]=[C:4]([CH:7]=[C:8]([O:14][CH3:15])[C:9]=1[O:10][CH:11]([CH3:13])[CH3:12])[CH:5]=[O:6].CC(=CC)C.Cl([O-])=[O:22].O.P([O-])(O)(O)=O.[Na+].[OH-].[Na+]. The catalyst is O.C(O)(C)(C)C. The product is [F:1][C:2]1[CH:3]=[C:4]([CH:7]=[C:8]([O:14][CH3:15])[C:9]=1[O:10][CH:11]([CH3:12])[CH3:13])[C:5]([OH:22])=[O:6]. The yield is 0.560. (2) No catalyst specified. The product is [CH3:8][O:9][C:10]1[CH:17]=[CH:16][CH:15]=[CH:14][C:11]=1[CH:12]=[CH:1][C:2](=[O:7])[CH2:3][C:4](=[O:6])[CH:5]=[CH:36][C:35]1[CH:34]=[CH:33][CH:32]=[CH:31][C:30]=1[O:29][CH3:40]. The reactants are [CH3:1][C:2](=[O:7])[CH2:3][C:4](=[O:6])[CH3:5].[CH3:8][O:9][C:10]1[CH:17]=[CH:16][CH:15]=[CH:14][C:11]=1[CH:12]=O.B([O:29][CH2:30][CH2:31][CH2:32][CH3:33])([O:29][CH2:30][CH2:31][CH2:32][CH3:33])[O:29][CH2:30][CH2:31][CH2:32][CH3:33].[CH2:34](N)[CH2:35][CH2:36]C.Cl.[C:40](OCC)(=O)C. The yield is 0.210. (3) The reactants are C(=O)([O-])[O-].[K+].[K+].CO.C([O:12][CH2:13][C:14]([N:16]([CH2:39][C:40]([OH:42])=[O:41])[C@@H:17]1[C:25]2[C:20](=[CH:21][CH:22]=[CH:23][CH:24]=2)[CH2:19][C@H:18]1[NH:26][C:27]([C:29]1[NH:33][C:32]2[C:34]([Cl:38])=[C:35]([Cl:37])[S:36][C:31]=2[CH:30]=1)=[O:28])=[O:15])(=O)C. The catalyst is C1COCC1. The product is [C:40]([CH2:39][N:16]([C@@H:17]1[C:25]2[C:20](=[CH:21][CH:22]=[CH:23][CH:24]=2)[CH2:19][C@H:18]1[NH:26][C:27]([C:29]1[NH:33][C:32]2[C:34]([Cl:38])=[C:35]([Cl:37])[S:36][C:31]=2[CH:30]=1)=[O:28])[C:14](=[O:15])[CH2:13][OH:12])([OH:42])=[O:41]. The yield is 1.00. (4) The reactants are O[C:2]1[C:9]([O:10][CH3:11])=[CH:8][C:5](C=O)=[CH:4][C:3]=1[O:12][CH3:13].C(O)(=O)CC(O)=[O:17].N1[CH2:26][CH2:25]CCC1. The catalyst is C(O)=O. The product is [CH3:11][O:10][C:9]1[CH:8]=[C:5]([OH:17])[CH:4]=[C:3]([O:12][CH3:13])[C:2]=1[CH:25]=[CH2:26]. The yield is 0.370. (5) The reactants are C(O[CH:4](OCC)[CH2:5][NH:6][C:7]([C:9]1[CH:38]=[CH:37][C:12]2[N:13]([C:20]3[CH:25]=[N:24][C:23]([NH:26][C:27](=[O:36])[C:28]4[C:33]([F:34])=[CH:32][CH:31]=[CH:30][C:29]=4[F:35])=[CH:22][N:21]=3)[C:14]([C:16]([F:19])([F:18])[F:17])=[N:15][C:11]=2[CH:10]=1)=[O:8])C.O=P12OP3(OP(OP(O3)(O1)=O)(=O)O2)=O.CCOC(C)=O. The catalyst is CS(O)(=O)=O. The product is [F:34][C:33]1[CH:32]=[CH:31][CH:30]=[C:29]([F:35])[C:28]=1[C:27]([NH:26][C:23]1[CH:22]=[N:21][C:20]([N:13]2[C:12]3[CH:37]=[CH:38][C:9]([C:7]4[O:8][CH:4]=[CH:5][N:6]=4)=[CH:10][C:11]=3[N:15]=[C:14]2[C:16]([F:19])([F:18])[F:17])=[CH:25][N:24]=1)=[O:36]. The yield is 0.120. (6) The reactants are [OH:1][C:2]1[CH:3]=[C:4]([CH:27]=[CH:28][CH:29]=1)[CH2:5][N:6]1[C:14]2[C:9](=[CH:10][CH:11]=[CH:12][CH:13]=2)[C:8]2([CH2:18][O:17][C:16]3[CH:19]=[C:20]4[C:24](=[CH:25][C:15]2=3)[CH2:23][CH2:22][O:21]4)[C:7]1=[O:26].C(=O)([O-])[O-].[K+].[K+].Br[CH2:37][C:38]([O:40][CH2:41][CH3:42])=[O:39].[I-].[K+]. The catalyst is CN(C)C=O.C(OCC)(=O)C.O. The product is [O:26]=[C:7]1[C:8]2([CH2:18][O:17][C:16]3[CH:19]=[C:20]4[C:24](=[CH:25][C:15]2=3)[CH2:23][CH2:22][O:21]4)[C:9]2[C:14](=[CH:13][CH:12]=[CH:11][CH:10]=2)[N:6]1[CH2:5][C:4]1[CH:3]=[C:2]([CH:29]=[CH:28][CH:27]=1)[O:1][CH2:37][C:38]([O:40][CH2:41][CH3:42])=[O:39]. The yield is 0.930. (7) The product is [CH:45]([N:26]([CH:23]([CH3:25])[CH3:24])[CH2:27][CH2:28][CH:29]([C:36]1[CH:41]=[C:40]([CH2:42][O:43][C:12](=[O:11])[CH2:13][CH2:15][CH:16]=[CH2:17])[CH:39]=[CH:38][C:37]=1[O:44][C:1](=[O:7])[CH2:2][CH2:3][CH:4]=[CH2:5])[C:30]1[CH:35]=[CH:34][CH:33]=[CH:32][CH:31]=1)([CH3:47])[CH3:46]. The catalyst is ClCCl. The yield is 0.500. The reactants are [C:1]([OH:7])(=O)[CH2:2][CH2:3][CH:4]=[CH2:5].ClC([O:11][CH2:12][CH:13]([CH3:15])C)=O.[CH2:16](N(CC)CC)[CH3:17].[CH:23]([N:26]([CH:45]([CH3:47])[CH3:46])[CH2:27][CH2:28][CH:29]([C:36]1[CH:41]=[C:40]([CH2:42][OH:43])[CH:39]=[CH:38][C:37]=1[OH:44])[C:30]1[CH:35]=[CH:34][CH:33]=[CH:32][CH:31]=1)([CH3:25])[CH3:24]. (8) The reactants are C(O[C:4](=[O:12])[C:5]1[CH:10]=[CH:9][C:8]([NH2:11])=[CH:7][CH:6]=1)C.[CH3:13][O:14][C:15]1[CH:16]=[C:17]([CH:20]=[CH:21][CH:22]=1)[CH:18]=O.O.[O-:24][S:25]([C:28](F)(F)F)(=O)=[O:26].[Yb+3].[O-:24][S:25]([C:28](F)(F)F)(=O)=[O:26].[O-:24][S:25]([C:28](F)(F)F)(=O)=[O:26].[CH2:49]=[C:50]([CH3:52])[CH3:51].C(#[N:55])C. No catalyst specified. The product is [CH3:13][O:14][C:15]1[CH:16]=[C:17]([CH:18]2[CH2:49][C:50]([CH3:52])([CH3:51])[C:7]3[C:8](=[CH:9][CH:10]=[C:5]([C:4]([NH:55][S:25]([CH3:28])(=[O:26])=[O:24])=[O:12])[CH:6]=3)[NH:11]2)[CH:20]=[CH:21][CH:22]=1. The yield is 0.150.